Dataset: Catalyst prediction with 721,799 reactions and 888 catalyst types from USPTO. Task: Predict which catalyst facilitates the given reaction. (1) Reactant: [NH2:1][C:2]1[N:3]=[C:4]([CH3:17])[N:5]([CH3:16])[C:6]=1[C:7]([C:9]1[CH:14]=[CH:13][C:12]([CH3:15])=[CH:11][CH:10]=1)=O.O=[C:19]([CH3:30])[CH2:20][CH:21]([CH2:27][CH2:28][CH3:29])[C:22]([O:24][CH2:25][CH3:26])=[O:23].Cl[Si](C)(C)C.O. Product: [CH3:16][N:5]1[C:6]2[C:2](=[N:1][C:19]([CH3:30])=[C:20]([CH:21]([CH2:27][CH2:28][CH3:29])[C:22]([O:24][CH2:25][CH3:26])=[O:23])[C:7]=2[C:9]2[CH:14]=[CH:13][C:12]([CH3:15])=[CH:11][CH:10]=2)[N:3]=[C:4]1[CH3:17]. The catalyst class is: 3. (2) Reactant: [CH:1]1([C:7]2[CH:30]=[CH:29][C:10]([C:11]([N:13]3[CH2:16][CH:15]([N:17]4[CH2:22][CH2:21][N:20](C(=O)C(F)(F)F)[CH2:19][CH2:18]4)[CH2:14]3)=[O:12])=[CH:9][CH:8]=2)[CH2:6][CH2:5][CH2:4][CH2:3][CH2:2]1.C([O-])([O-])=O.[K+].[K+]. Product: [CH:1]1([C:7]2[CH:8]=[CH:9][C:10]([C:11]([N:13]3[CH2:16][CH:15]([N:17]4[CH2:18][CH2:19][NH:20][CH2:21][CH2:22]4)[CH2:14]3)=[O:12])=[CH:29][CH:30]=2)[CH2:2][CH2:3][CH2:4][CH2:5][CH2:6]1. The catalyst class is: 24.